Dataset: Forward reaction prediction with 1.9M reactions from USPTO patents (1976-2016). Task: Predict the product of the given reaction. (1) Given the reactants [ClH:1].CN(C)CCCN=C=NCC.O.OC1C2N=NNC=2C=CC=1.C(OC([NH:31][C:32]1([C:37]([OH:39])=O)[CH2:36][CH2:35][CH2:34][CH2:33]1)=O)(C)(C)C.[CH3:40][N:41]1[CH2:46][CH2:45][NH:44][CH2:43][CH2:42]1, predict the reaction product. The product is: [ClH:1].[ClH:1].[NH2:31][C:32]1([C:37]([N:44]2[CH2:45][CH2:46][N:41]([CH3:40])[CH2:42][CH2:43]2)=[O:39])[CH2:33][CH2:34][CH2:35][CH2:36]1. (2) Given the reactants [CH:1]1([C:6]2[C:14]3[C:9](=[CH:10][C:11]([C:15](OC)=[O:16])=[CH:12][CH:13]=3)[N:8]([CH3:19])[CH:7]=2)[CH2:5][CH2:4][CH2:3][CH2:2]1.[CH3:20][CH:21]([CH3:23])[O-:22].[Li+].O, predict the reaction product. The product is: [CH:1]1([C:6]2[C:14]3[C:9](=[CH:10][C:11]([C:15]([O:22][CH:21]([CH3:23])[CH3:20])=[O:16])=[CH:12][CH:13]=3)[N:8]([CH3:19])[CH:7]=2)[CH2:2][CH2:3][CH2:4][CH2:5]1. (3) Given the reactants [NH2:1][C@H:2]1[C@H:6]([C:7]2[CH:12]=[CH:11][C:10]([Cl:13])=[C:9]([Cl:14])[CH:8]=2)[CH2:5][N:4]([C:15]([O:17][C:18]([CH3:21])([CH3:20])[CH3:19])=[O:16])[CH2:3]1.O.[C:23]1([CH3:33])[CH:28]=[CH:27][C:26]([S:29]([OH:32])(=[O:31])=[O:30])=[CH:25][CH:24]=1.CCCCCC, predict the reaction product. The product is: [C:23]1([CH3:33])[CH:24]=[CH:25][C:26]([S:29]([OH:32])(=[O:30])=[O:31])=[CH:27][CH:28]=1.[NH2:1][C@H:2]1[C@H:6]([C:7]2[CH:12]=[CH:11][C:10]([Cl:13])=[C:9]([Cl:14])[CH:8]=2)[CH2:5][N:4]([C:15]([O:17][C:18]([CH3:21])([CH3:20])[CH3:19])=[O:16])[CH2:3]1. (4) Given the reactants [CH2:1]([NH:3][C:4]([NH2:6])=[O:5])[CH3:2].[C:7](OCC)(=[O:14])[CH2:8][C:9](OCC)=[O:10].[O-]CC.[Na+], predict the reaction product. The product is: [CH2:1]([N:3]1[C:9](=[O:10])[CH2:8][C:7](=[O:14])[NH:6][C:4]1=[O:5])[CH3:2]. (5) Given the reactants [C:1]1([C:15]([O:17][CH3:18])=[O:16])[CH:6]=[C:5]([C:7]([O:9][CH3:10])=[O:8])[CH:4]=[C:3]([C:11]([O:13]C)=[O:12])[CH:2]=1.[Na], predict the reaction product. The product is: [CH3:18][O:17][C:15]([C:1]1[CH:2]=[C:3]([CH:4]=[C:5]([C:7]([O:9][CH3:10])=[O:8])[CH:6]=1)[C:11]([OH:13])=[O:12])=[O:16]. (6) Given the reactants CN(C)C=O.[CH3:6][O:7][C:8]1[CH:17]=[C:16]2[C:11]([CH:12]=[CH:13][C:14](=[O:18])[NH:15]2)=[CH:10][CH:9]=1.[H-].[Na+].CS(O[CH2:26][CH2:27][CH2:28][C:29]1([C:42]([O:44][CH2:45][CH3:46])=[O:43])[CH2:34][CH2:33][N:32]([C:35]([O:37][C:38]([CH3:41])([CH3:40])[CH3:39])=[O:36])[CH2:31][CH2:30]1)(=O)=O, predict the reaction product. The product is: [CH3:6][O:7][C:8]1[CH:17]=[C:16]2[C:11]([CH:12]=[CH:13][C:14](=[O:18])[N:15]2[CH2:26][CH2:27][CH2:28][C:29]2([C:42]([O:44][CH2:45][CH3:46])=[O:43])[CH2:34][CH2:33][N:32]([C:35]([O:37][C:38]([CH3:39])([CH3:40])[CH3:41])=[O:36])[CH2:31][CH2:30]2)=[CH:10][CH:9]=1. (7) The product is: [NH2:1][C:2]1[C:6]([C@@H:7]2[N:11]([C:12]([O:14][C:15]([CH3:18])([CH3:16])[CH3:17])=[O:13])[C@H:10]([CH2:19][O:20][Si:21]([C:24]([CH3:27])([CH3:26])[CH3:25])([CH3:23])[CH3:22])[C@H:9]3[O:28][C:29]([CH3:31])([CH3:32])[O:30][C@@H:8]23)=[CH:5][NH:4][C:3]=1[C:43]([O:45][CH2:46][CH3:47])=[O:44]. Given the reactants [NH2:1][C:2]1[C:6]([C@@H:7]2[N:11]([C:12]([O:14][C:15]([CH3:18])([CH3:17])[CH3:16])=[O:13])[C@H:10]([CH2:19][O:20][Si:21]([C:24]([CH3:27])([CH3:26])[CH3:25])([CH3:23])[CH3:22])[C@H:9]3[O:28][C:29]([CH3:32])([CH3:31])[O:30][C@@H:8]23)=[CH:5][N:4](C(OCC2C=CC=CC=2)=O)[C:3]=1[C:43]([O:45][CH2:46][CH3:47])=[O:44], predict the reaction product. (8) Given the reactants [C:1]12([SH:11])[CH2:10][CH:5]3[CH2:6][CH:7]([CH2:9][CH:3]([CH2:4]3)[CH2:2]1)[CH2:8]2.[H-].[Na+].[NH2:14][C:15]1[C:20](Br)=[N:19][C:18]([C:22]2[CH:27]=[CH:26][CH:25]=[CH:24][CH:23]=2)=[CH:17][N:16]=1, predict the reaction product. The product is: [NH2:14][C:15]1[C:20]([S:11][C:1]23[CH2:8][CH:7]4[CH2:6][CH:5]([CH2:4][CH:3]([CH2:9]4)[CH2:2]2)[CH2:10]3)=[N:19][C:18]([C:22]2[CH:27]=[CH:26][CH:25]=[CH:24][CH:23]=2)=[CH:17][N:16]=1. (9) Given the reactants [NH2:1][C:2]1[S:6][C:5]2[CH2:7][CH2:8][CH2:9][CH2:10][C:4]=2[C:3]=1[C:11]([C:13]1[CH:18]=[CH:17][C:16]([O:19][C:20]([F:23])([F:22])[F:21])=[CH:15][CH:14]=1)=O.[C:24]([O:31][CH3:32])(=[O:30])[CH2:25][CH2:26][C:27]([CH3:29])=O.Cl[Si](C)(C)C, predict the reaction product. The product is: [CH3:29][C:27]1[N:1]=[C:2]2[S:6][C:5]3[CH2:7][CH2:8][CH2:9][CH2:10][C:4]=3[C:3]2=[C:11]([C:13]2[CH:18]=[CH:17][C:16]([O:19][C:20]([F:23])([F:22])[F:21])=[CH:15][CH:14]=2)[C:26]=1[CH2:25][C:24]([O:31][CH3:32])=[O:30].